Dataset: Full USPTO retrosynthesis dataset with 1.9M reactions from patents (1976-2016). Task: Predict the reactants needed to synthesize the given product. (1) Given the product [Cl:3][C:4]1[CH:9]=[CH:8][CH:7]=[C:6]([F:10])[C:5]=1[C@H:11]1[N:16]2[N:17]=[CH:18][N:19]=[C:15]2[NH:14][C@@H:13]([C:20]2[CH:25]=[CH:24][C:23]([Cl:26])=[CH:22][CH:21]=2)[CH2:12]1, predict the reactants needed to synthesize it. The reactants are: [BH4-].[Na+].[Cl:3][C:4]1[CH:9]=[CH:8][CH:7]=[C:6]([F:10])[C:5]=1[CH:11]1[N:16]2[N:17]=[CH:18][N:19]=[C:15]2[NH:14][C:13]([C:20]2[CH:25]=[CH:24][C:23]([Cl:26])=[CH:22][CH:21]=2)=[CH:12]1. (2) Given the product [CH3:13][C:4]12[CH2:8][CH:9]3[C:10]([CH3:12])([CH3:11])[C:2]([CH3:1])([C:3]1=[O:14])[CH:7]3[CH2:6][CH2:5]2, predict the reactants needed to synthesize it. The reactants are: [CH3:1][C:2]1[C:3](=[O:14])[C:4]([CH3:13])([CH2:8][CH:9]=[C:10]([CH3:12])[CH3:11])[CH2:5][CH2:6][CH:7]=1. (3) Given the product [Cl:1][C:2]1[CH:7]=[C:6]([Cl:8])[CH:5]=[CH:4][C:3]=1[C:9]1[CH:13]=[C:12]([O:14][CH:23]([F:25])[F:24])[N:11]([CH3:15])[N:10]=1, predict the reactants needed to synthesize it. The reactants are: [Cl:1][C:2]1[CH:7]=[C:6]([Cl:8])[CH:5]=[CH:4][C:3]=1[C:9]1[CH:13]=[C:12]([OH:14])[N:11]([CH3:15])[N:10]=1.C(=O)([O-])[O-].[K+].[K+].Cl[CH:23]([F:25])[F:24].O. (4) Given the product [NH2:20][C:8]([N:4]1[CH2:1][CH2:2][CH2:6][CH2:5]1)=[N:9][S:10]([C:13]1[CH:14]=[CH:15][C:16]([CH3:19])=[CH:17][CH:18]=1)(=[O:11])=[O:12], predict the reactants needed to synthesize it. The reactants are: [CH3:1][C:2]1[CH:6]=[C:5](C)[N:4]([C:8](=[NH:20])[NH:9][S:10]([C:13]2[CH:18]=[CH:17][C:16]([CH3:19])=[CH:15][CH:14]=2)(=[O:12])=[O:11])N=1.CS(O)(=O)=O.N1CCCC1.